This data is from Forward reaction prediction with 1.9M reactions from USPTO patents (1976-2016). The task is: Predict the product of the given reaction. (1) Given the reactants [CH3:1][O:2][C:3](=[O:22])[CH2:4][CH:5]1[C:9]2=[CH:10][C:11]3[C:12]([S:18]([CH3:21])(=[O:20])=[O:19])=[CH:13][C:14]([OH:17])=[CH:15][C:16]=3[N:8]2[CH2:7][CH2:6]1.[CH2:23](Br)[C:24]1[CH:29]=[CH:28][CH:27]=[CH:26][CH:25]=1.C([O-])([O-])=O.[Cs+].[Cs+].[NH4+].[Cl-], predict the reaction product. The product is: [CH3:1][O:2][C:3](=[O:22])[CH2:4][CH:5]1[C:9]2=[CH:10][C:11]3[C:12]([S:18]([CH3:21])(=[O:20])=[O:19])=[CH:13][C:14]([O:17][CH2:23][C:24]4[CH:29]=[CH:28][CH:27]=[CH:26][CH:25]=4)=[CH:15][C:16]=3[N:8]2[CH2:7][CH2:6]1. (2) Given the reactants [OH:1][CH:2]1[CH2:7][CH2:6][C:5](=[O:8])[CH:4]=[CH:3]1.[C:9](=[O:16])([O:11][C:12]([CH3:15])([CH3:14])[CH3:13])[NH2:10], predict the reaction product. The product is: [OH:8][C@H:5]1[CH2:6][CH2:7][C:2](=[O:1])[CH2:3][C@H:4]1[NH:10][C:9](=[O:16])[O:11][C:12]([CH3:15])([CH3:14])[CH3:13].